From a dataset of Forward reaction prediction with 1.9M reactions from USPTO patents (1976-2016). Predict the product of the given reaction. (1) Given the reactants Br[C:2]1[CH:7]=[CH:6][CH:5]=[CH:4][C:3]=1[NH:8][C:9]1[S:10]/[C:11](=[CH:15]\[C:16]2[CH:17]=[C:18]3[C:23](=[CH:24][CH:25]=2)[N:22]=[CH:21][CH:20]=[CH:19]3)/[C:12](=[O:14])[N:13]=1.[C:26]1(B(O)O)[CH:31]=[CH:30][CH:29]=[CH:28][CH:27]=1, predict the reaction product. The product is: [C:2]1([C:26]2[CH:31]=[CH:30][CH:29]=[CH:28][CH:27]=2)[CH:7]=[CH:6][CH:5]=[CH:4][C:3]=1[NH:8][C:9]1[S:10]/[C:11](=[CH:15]\[C:16]2[CH:17]=[C:18]3[C:23](=[CH:24][CH:25]=2)[N:22]=[CH:21][CH:20]=[CH:19]3)/[C:12](=[O:14])[N:13]=1. (2) Given the reactants Br[CH2:2][C:3]1[CH:4]=[C:5]2[C:10](=[CH:11][CH:12]=1)[N:9]=[CH:8][CH:7]=[CH:6]2.[C:13]1([C:19]2[CH:20]=[CH:21][C:22](=[O:25])[NH:23][N:24]=2)[CH:18]=[CH:17][CH:16]=[CH:15][CH:14]=1.[OH-].[K+].C([O-])(O)=O.[Na+], predict the reaction product. The product is: [C:13]1([C:19]2[CH:20]=[CH:21][C:22](=[O:25])[N:23]([CH2:2][C:3]3[CH:4]=[C:5]4[C:10](=[CH:11][CH:12]=3)[N:9]=[CH:8][CH:7]=[CH:6]4)[N:24]=2)[CH:14]=[CH:15][CH:16]=[CH:17][CH:18]=1. (3) Given the reactants C(O[CH:4]=[CH:5][C:6](=O)[C:7]([O:9][CH2:10][CH3:11])=[O:8])C.[NH:13]1[CH:17]=[CH:16][C:15]([NH2:18])=[N:14]1, predict the reaction product. The product is: [N:13]1[N:14]2[C:6]([C:7]([O:9][CH2:10][CH3:11])=[O:8])=[CH:5][CH:4]=[N:18][C:15]2=[CH:16][CH:17]=1. (4) Given the reactants [ClH:1].[CH3:2][NH:3][O:4][CH3:5].[NH2:6][C:7]1[N:15]=[CH:14][C:13]([Br:16])=[CH:12][C:8]=1[C:9](O)=[O:10].CN1CCOCC1.C1CN([P+](ON2N=NC3C=CC=CC2=3)(N2CCCC2)N2CCCC2)CC1.F[P-](F)(F)(F)(F)F, predict the reaction product. The product is: [ClH:1].[CH3:5][O:4][N:3]([CH3:2])[C:9](=[O:10])[C:8]1[CH:12]=[C:13]([Br:16])[CH:14]=[N:15][C:7]=1[NH2:6].